Dataset: Full USPTO retrosynthesis dataset with 1.9M reactions from patents (1976-2016). Task: Predict the reactants needed to synthesize the given product. (1) Given the product [NH2:1][C:2]1[N:6]([C:7]2[C:12]([Cl:13])=[CH:11][C:10]([C:14]([F:17])([F:16])[F:15])=[CH:9][C:8]=2[Cl:18])[N:5]=[C:4]([C:19](=[N:23][CH3:27])[NH:20][O:21][CH3:22])[C:3]=1[S:24]([CH3:26])=[O:25], predict the reactants needed to synthesize it. The reactants are: [NH2:1][C:2]1[N:6]([C:7]2[C:12]([Cl:13])=[CH:11][C:10]([C:14]([F:17])([F:16])[F:15])=[CH:9][C:8]=2[Cl:18])[N:5]=[C:4]([C:19](=[NH:23])[NH:20][O:21][CH3:22])[C:3]=1[S:24]([CH3:26])=[O:25].[CH3:27]C(C)([O-])C.[K+].IC. (2) Given the product [OH:15][C@H:13]1[CH2:12][N:11]([C:16]([O:18][C:19]([CH3:22])([CH3:21])[CH3:20])=[O:17])[C@H:10]([C:8](=[O:9])[NH:7][CH2:6][C:5]2[CH:23]=[CH:24][C:2]([C:30]3[S:29][CH:28]=[N:27][C:26]=3[CH3:25])=[CH:3][CH:4]=2)[CH2:14]1, predict the reactants needed to synthesize it. The reactants are: Br[C:2]1[CH:24]=[CH:23][C:5]([CH2:6][NH:7][C:8]([C@@H:10]2[CH2:14][C@@H:13]([OH:15])[CH2:12][N:11]2[C:16]([O:18][C:19]([CH3:22])([CH3:21])[CH3:20])=[O:17])=[O:9])=[CH:4][CH:3]=1.[CH3:25][C:26]1[N:27]=[CH:28][S:29][CH:30]=1.C([O-])(=O)C.[K+].O. (3) Given the product [Br:1][C:2]1[CH:3]=[N:4][N:5]([C:10]2[N:15]=[C:14]([N:16]3[CH2:17][CH2:18][O:19][CH2:20][CH2:21]3)[N:13]=[C:12]([N:22]3[CH2:23][CH2:24][O:25][CH2:26][CH2:27]3)[N:11]=2)[CH:6]=1, predict the reactants needed to synthesize it. The reactants are: [Br:1][C:2]1[CH:3]=[N:4][NH:5][CH:6]=1.[H-].[Na+].Cl[C:10]1[N:15]=[C:14]([N:16]2[CH2:21][CH2:20][O:19][CH2:18][CH2:17]2)[N:13]=[C:12]([N:22]2[CH2:27][CH2:26][O:25][CH2:24][CH2:23]2)[N:11]=1. (4) Given the product [CH3:11][O:10][C:9]1[CH:8]=[CH:7][C:4]([CH:5]=[O:6])=[C:3]([O:12][C@@H:13]2[CH2:17][CH2:16][O:15][CH2:14]2)[CH:2]=1, predict the reactants needed to synthesize it. The reactants are: O[C:2]1[CH:3]=[C:4]([CH:7]=[CH:8][C:9]=1[O:10][CH3:11])[CH:5]=[O:6].[OH:12][C@H:13]1[CH2:17][CH2:16][O:15][CH2:14]1.C1(P(C2C=CC=CC=2)C2C=CC=CC=2)C=CC=CC=1.N(C(OC(C)C)=O)=NC(OC(C)C)=O. (5) Given the product [Br:8][C:4]1[CH:3]=[C:2]([N:15]2[CH2:16][CH2:17][O:18][CH:13]([C:11]([N:10]([CH3:19])[CH3:9])=[O:12])[CH2:14]2)[CH:7]=[CH:6][CH:5]=1, predict the reactants needed to synthesize it. The reactants are: Br[C:2]1[CH:7]=[CH:6][CH:5]=[C:4]([Br:8])[CH:3]=1.[CH3:9][N:10]([CH3:19])[C:11]([CH:13]1[O:18][CH2:17][CH2:16][NH:15][CH2:14]1)=[O:12].C1C=CC(P(C2C(C3C(P(C4C=CC=CC=4)C4C=CC=CC=4)=CC=C4C=3C=CC=C4)=C3C(C=CC=C3)=CC=2)C2C=CC=CC=2)=CC=1.CC([O-])(C)C.[Na+]. (6) The reactants are: [N:1]([C:4]1[CH:9]=[CH:8][C:7]([Br:10])=[CH:6][CH:5]=1)=[N+:2]=[N-:3].[C:11]([O:16][CH3:17])(=[O:15])[C:12]#[C:13][CH3:14]. Given the product [CH3:17][O:16][C:11]([C:12]1[N:3]=[N:2][N:1]([C:4]2[CH:9]=[CH:8][C:7]([Br:10])=[CH:6][CH:5]=2)[C:13]=1[CH3:14])=[O:15], predict the reactants needed to synthesize it. (7) Given the product [F:16][C:17]([F:33])([F:34])[C:18](=[CH2:32])[C:19]([O:21][C:22]12[CH2:31][CH:26]3[CH2:25][CH:24]([CH2:30][CH:28]([CH2:27]3)[CH2:29]1)[CH2:23]2)=[O:20].[C:1]([O:5][CH:6]1[CH:13]2[CH:9]3[CH:10]([CH2:15][CH:7]1[CH2:8]3)[C:11](=[O:14])[O:12]2)(=[O:4])[CH:2]=[CH2:3], predict the reactants needed to synthesize it. The reactants are: [C:1]([O:5][CH:6]1[CH:13]2[CH:9]3[CH:10]([CH2:15][CH:7]1[CH2:8]3)[C:11](=[O:14])[O:12]2)(=[O:4])[CH:2]=[CH2:3].[F:16][C:17]([F:34])([F:33])[C:18](=[CH2:32])[C:19]([O:21][C:22]12[CH2:31][CH:26]3[CH2:27][CH:28]([CH2:30][CH:24]([CH2:25]3)[CH2:23]1)[CH2:29]2)=[O:20].